Dataset: Forward reaction prediction with 1.9M reactions from USPTO patents (1976-2016). Task: Predict the product of the given reaction. (1) Given the reactants [C:1]([O:5][C:6](=[O:34])[NH:7][C:8]1[CH:13]=[CH:12][CH:11]=[CH:10][C:9]=1[NH:14][C:15](=[O:33])/[CH:16]=[CH:17]/[C:18]1[CH:22]=[CH:21][N:20]([S:23]([C:26]2[CH:31]=[CH:30][C:29](I)=[CH:28][CH:27]=2)(=[O:25])=[O:24])[CH:19]=1)([CH3:4])([CH3:3])[CH3:2].[CH3:35][O:36][C:37]1[CH:42]=[CH:41][C:40](B(O)O)=[CH:39][N:38]=1.S([O-])([O-])(=O)=O.[Na+].[Na+], predict the reaction product. The product is: [C:1]([O:5][C:6](=[O:34])[NH:7][C:8]1[CH:13]=[CH:12][CH:11]=[CH:10][C:9]=1[NH:14][C:15](=[O:33])/[CH:16]=[CH:17]/[C:18]1[CH:22]=[CH:21][N:20]([S:23]([C:26]2[CH:31]=[CH:30][C:29]([C:40]3[CH:39]=[N:38][C:37]([O:36][CH3:35])=[CH:42][CH:41]=3)=[CH:28][CH:27]=2)(=[O:25])=[O:24])[CH:19]=1)([CH3:4])([CH3:3])[CH3:2]. (2) Given the reactants [Cl:1][C:2]1[CH:3]=[C:4]([C:16]2[C:25]3[C:24]([F:26])=[CH:23][C:22]([OH:27])=[C:21]([F:28])[C:20]=3[C:19]3[C:29]([CH3:36])=[N:30][N:31](C(C)(C)C)[C:18]=3[N:17]=2)[CH:5]=[CH:6][C:7]=1[O:8]CC1C=CC=CC=1, predict the reaction product. The product is: [Cl:1][C:2]1[CH:3]=[C:4]([C:16]2[C:25]3[C:24]([F:26])=[CH:23][C:22]([OH:27])=[C:21]([F:28])[C:20]=3[C:19]3[C:29]([CH3:36])=[N:30][NH:31][C:18]=3[N:17]=2)[CH:5]=[CH:6][C:7]=1[OH:8]. (3) The product is: [Cl:30][C:26]1[CH:25]=[C:24]([NH:23][C:22]([C:17]2[N:18]=[C:19]([CH3:21])[S:20][C:16]=2[NH:15][C:11]2[CH:12]=[CH:13][CH:14]=[C:9]([CH2:8][NH2:7])[CH:10]=2)=[O:31])[CH:29]=[CH:28][CH:27]=1. Given the reactants C(OC(=O)[NH:7][CH2:8][C:9]1[CH:14]=[CH:13][CH:12]=[C:11]([NH:15][C:16]2[S:20][C:19]([CH3:21])=[N:18][C:17]=2[C:22](=[O:31])[NH:23][C:24]2[CH:29]=[CH:28][CH:27]=[C:26]([Cl:30])[CH:25]=2)[CH:10]=1)(C)(C)C.FC(F)(F)C(O)=O, predict the reaction product. (4) The product is: [Cl:1][C:2]1[C:9]([NH:10][C:11]2[N:15]([CH3:16])[C:14]3[CH:17]=[C:18]([N:22]4[CH2:27][CH2:26][CH:25]([C:28]([F:29])([F:31])[F:30])[CH2:24][CH2:23]4)[C:19]([Cl:21])=[CH:20][C:13]=3[N:12]=2)=[CH:8][C:5]([CH2:6][NH2:7])=[C:4]([F:32])[CH:3]=1. Given the reactants [Cl:1][C:2]1[C:9]([NH:10][C:11]2[N:15]([CH3:16])[C:14]3[CH:17]=[C:18]([N:22]4[CH2:27][CH2:26][CH:25]([C:28]([F:31])([F:30])[F:29])[CH2:24][CH2:23]4)[C:19]([Cl:21])=[CH:20][C:13]=3[N:12]=2)=[CH:8][C:5]([C:6]#[N:7])=[C:4]([F:32])[CH:3]=1, predict the reaction product. (5) Given the reactants [CH3:1][C:2]1[CH:7]=[C:6]([CH3:8])[CH:5]=[CH:4][C:3]=1[N:9]1[CH2:14][CH2:13][N:12]([C:15]([C:17]2[CH:22]=[CH:21][C:20]([N:23]3[CH2:27][CH2:26][CH2:25][S:24]3(=[O:29])=[O:28])=[CH:19][C:18]=2[OH:30])=[O:16])[CH2:11][CH2:10]1.[C:31]([O:35][C:36](=[O:42])[NH:37][CH2:38][CH2:39][CH2:40]Br)([CH3:34])([CH3:33])[CH3:32].C(=O)([O-])[O-].[Cs+].[Cs+].CC(=O)CC, predict the reaction product. The product is: [C:31]([O:35][C:36](=[O:42])[NH:37][CH2:38][CH2:39][CH2:40][O:30][C:18]1[CH:19]=[C:20]([N:23]2[CH2:27][CH2:26][CH2:25][S:24]2(=[O:29])=[O:28])[CH:21]=[CH:22][C:17]=1[C:15]([N:12]1[CH2:11][CH2:10][N:9]([C:3]2[CH:4]=[CH:5][C:6]([CH3:8])=[CH:7][C:2]=2[CH3:1])[CH2:14][CH2:13]1)=[O:16])([CH3:34])([CH3:33])[CH3:32]. (6) Given the reactants [CH3:1][O:2][C:3]([C:5]1[N:6]([CH2:30][C:31]2[CH:39]=[CH:38][C:34]3[O:35][CH2:36][O:37][C:33]=3[CH:32]=2)[C:7](=[O:29])[C:8]2[C:13]([C:14]=1[C:15]1[CH:20]=[CH:19][CH:18]=[CH:17][CH:16]=1)=[CH:12][C:11]([NH:21]CC1C=CC=CC=1)=[CH:10][CH:9]=2)=[O:4].CO.[H][H], predict the reaction product. The product is: [CH3:1][O:2][C:3]([C:5]1[N:6]([CH2:30][C:31]2[CH:39]=[CH:38][C:34]3[O:35][CH2:36][O:37][C:33]=3[CH:32]=2)[C:7](=[O:29])[C:8]2[C:13]([C:14]=1[C:15]1[CH:16]=[CH:17][CH:18]=[CH:19][CH:20]=1)=[CH:12][C:11]([NH2:21])=[CH:10][CH:9]=2)=[O:4]. (7) Given the reactants Cl[C:2]1[CH:7]=[C:6]([CH2:8][O:9][C:10]2[CH:15]=[CH:14][CH:13]=[CH:12][CH:11]=2)[CH:5]=[CH:4][N:3]=1.[OH-:16].[Na+].Cl, predict the reaction product. The product is: [O:9]([CH2:8][C:6]1[CH:5]=[CH:4][NH:3][C:2](=[O:16])[CH:7]=1)[C:10]1[CH:15]=[CH:14][CH:13]=[CH:12][CH:11]=1.